Dataset: Full USPTO retrosynthesis dataset with 1.9M reactions from patents (1976-2016). Task: Predict the reactants needed to synthesize the given product. (1) The reactants are: [CH3:1][C:2]1([CH3:18])[C:6]([CH3:8])([CH3:7])[O:5][B:4]([C:9]2[CH:17]=[C:16]3[C:12](C=N[NH:15]3)=[CH:11][CH:10]=2)[O:3]1.BrC1C=C[C:23]2[N:24]([C:28]([O:30][C:31]([CH3:34])([CH3:33])[CH3:32])=[O:29])C(C)=N[C:22]=2C=1. Given the product [CH3:22][C:23]1[N:24]([C:28]([O:30][C:31]([CH3:34])([CH3:33])[CH3:32])=[O:29])[C:12]2[CH:11]=[CH:10][C:9]([B:4]3[O:5][C:6]([CH3:7])([CH3:8])[C:2]([CH3:1])([CH3:18])[O:3]3)=[CH:17][C:16]=2[N:15]=1, predict the reactants needed to synthesize it. (2) Given the product [CH3:7][C:5]1[N:6]=[C:2]([NH:1][S:22]([C:15]2[C:16]([Cl:21])=[CH:17][C:18]([Cl:20])=[CH:19][C:14]=2[Cl:13])(=[O:24])=[O:23])[S:3][C:4]=1[C:8]([O:10][CH2:11][CH3:12])=[O:9], predict the reactants needed to synthesize it. The reactants are: [NH2:1][C:2]1[S:3][C:4]([C:8]([O:10][CH2:11][CH3:12])=[O:9])=[C:5]([CH3:7])[N:6]=1.[Cl:13][C:14]1[CH:19]=[C:18]([Cl:20])[CH:17]=[C:16]([Cl:21])[C:15]=1[S:22](Cl)(=[O:24])=[O:23]. (3) Given the product [CH2:19]([O:18][C:16](=[O:17])[CH:15]([CH2:14][NH:30][CH2:29][C:28]1[CH:31]=[CH:32][C:25]([F:24])=[CH:26][CH:27]=1)[CH2:21][CH3:22])[CH3:20], predict the reactants needed to synthesize it. The reactants are: [H-].C([Al+]CC(C)C)C(C)C.C(O[C:14](=O)[CH:15]([CH2:21][CH3:22])[C:16]([O:18][CH2:19][CH3:20])=[O:17])C.[F:24][C:25]1[CH:32]=[CH:31][C:28]([CH2:29][NH2:30])=[CH:27][CH:26]=1.C([BH3-])#N.[Na+]. (4) Given the product [NH2:20][C@H:23]1[C@@H:27]([CH3:28])[CH2:26][N:25]([C:29]([O:31][CH2:32][C:33]2[CH:38]=[CH:37][CH:36]=[CH:35][CH:34]=2)=[O:30])[CH2:24]1, predict the reactants needed to synthesize it. The reactants are: C1(P(C2C=CC=CC=2)C2C=CC=CC=2)C=CC=CC=1.[N:20]([CH:23]1[CH:27]([CH3:28])[CH2:26][N:25]([C:29]([O:31][CH2:32][C:33]2[CH:38]=[CH:37][CH:36]=[CH:35][CH:34]=2)=[O:30])[CH2:24]1)=[N+]=[N-].Cl.[OH-].[Na+]. (5) Given the product [CH3:7][C:6]1[CH:9]=[CH:10][C:11]([C:13]2[C:14]([C:18]([F:21])([F:19])[F:20])=[N:15][NH:16][CH:17]=2)=[CH:12][C:5]=1[S:4][CH2:1][CH2:2][CH3:3], predict the reactants needed to synthesize it. The reactants are: [CH2:1]([S:4][C:5]1[CH:12]=[C:11]([C:13]2[C:14]([C:18]([F:21])([F:20])[F:19])=[N:15][NH:16][CH:17]=2)[CH:10]=[CH:9][C:6]=1[CH:7]=O)[CH2:2][CH3:3].C([SiH](CC)CC)C. (6) Given the product [CH3:1][C:2]1[C:3]([CH2:15][O:16][C:17]2[CH:22]=[CH:21][C:20]([C:23]3[C:27]([CH:28]=[O:29])=[C:26]([O:30][CH2:31][C:32]#[CH:35])[N:25]([CH3:33])[N:24]=3)=[CH:19][C:18]=2[CH3:34])=[C:4]([N:8]2[C:12](=[O:13])[N:11]([CH3:14])[N:10]=[N:9]2)[CH:5]=[CH:6][CH:7]=1, predict the reactants needed to synthesize it. The reactants are: [CH3:1][C:2]1[C:3]([CH2:15][O:16][C:17]2[CH:22]=[CH:21][C:20]([C:23]3[C:27]([CH:28]=[O:29])=[C:26]([O:30][CH2:31][CH3:32])[N:25]([CH3:33])[N:24]=3)=[CH:19][C:18]=2[CH3:34])=[C:4]([N:8]2[C:12](=[O:13])[N:11]([CH3:14])[N:10]=[N:9]2)[CH:5]=[CH:6][CH:7]=1.[CH3:35]N(C)C=O.C(O)C#C.[H-].[Na+].